From a dataset of Reaction yield outcomes from USPTO patents with 853,638 reactions. Predict the reaction yield, written as a fraction of the theoretical maximum amount of product (1.0 means a 100% yield; for example, 0.34 means a 34% yield). (1) The reactants are Cl[C:2]1[N:7]=[C:6]([O:8][CH3:9])[N:5]=[C:4]([NH:10][NH:11][C:12](=[O:32])[C@H:13]([CH2:26][CH:27]2[CH2:31][CH2:30][CH2:29][CH2:28]2)[CH2:14][N:15]([O:18][CH2:19][C:20]2[CH:25]=[CH:24][CH:23]=[CH:22][CH:21]=2)[CH:16]=[O:17])[C:3]=1[F:33].Cl.[NH2:35][C@@H:36]([CH2:42][CH3:43])[C:37]([N:39]([CH3:41])[CH3:40])=[O:38].C(N(C(C)C)CC)(C)C. The catalyst is CS(C)=O. The product is [CH:27]1([CH2:26][C@H:13]([CH2:14][N:15]([CH:16]=[O:17])[O:18][CH2:19][C:20]2[CH:25]=[CH:24][CH:23]=[CH:22][CH:21]=2)[C:12]([NH:11][NH:10][C:4]2[N:5]=[C:6]([O:8][CH3:9])[N:7]=[C:2]([NH:35][C@@H:36]([CH2:42][CH3:43])[C:37]([N:39]([CH3:41])[CH3:40])=[O:38])[C:3]=2[F:33])=[O:32])[CH2:31][CH2:30][CH2:29][CH2:28]1. The yield is 0.230. (2) The reactants are Cl[C:2]1[CH:7]=[CH:6][N:5]=[C:4]2[CH:8]=[C:9]([C:11]([N:13]3[CH2:17][CH2:16][C@@H:15]([O:18][CH3:19])[CH2:14]3)=[O:12])[S:10][C:3]=12.[OH:20][C:21]1[CH:34]=[CH:33][C:24]2[C:25]([C:29]([O:31][CH3:32])=[O:30])=[C:26]([CH3:28])[O:27][C:23]=2[CH:22]=1.C([O-])([O-])=O.[Cs+].[Cs+]. No catalyst specified. The product is [CH3:19][O:18][CH:15]1[CH2:16][CH2:17][N:13]([C:11]([C:9]2[S:10][C:3]3[C:4](=[N:5][CH:6]=[CH:7][C:2]=3[O:20][C:21]3[CH:34]=[CH:33][C:24]4[C:25]([C:29]([O:31][CH3:32])=[O:30])=[C:26]([CH3:28])[O:27][C:23]=4[CH:22]=3)[CH:8]=2)=[O:12])[CH2:14]1. The yield is 0.580. (3) The reactants are [O:1]=[C:2]1[C:10]2[C:5](=[CH:6][CH:7]=[CH:8][CH:9]=2)[C:4](=[O:11])[N:3]1[CH:12]1[C:17](=[O:18])[NH:16][C:15](=[O:19])[CH:14]([O:20]C(=O)C)[CH2:13]1.C1(C)C=CC(S(O)(=O)=O)=CC=1. The catalyst is CO. The product is [OH:20][CH:14]1[C:15](=[O:19])[NH:16][C:17](=[O:18])[CH:12]([N:3]2[C:2](=[O:1])[C:10]3[C:5](=[CH:6][CH:7]=[CH:8][CH:9]=3)[C:4]2=[O:11])[CH2:13]1. The yield is 0.600. (4) The reactants are [Cl:1][C:2]1[CH:3]=[N+:4]([O-:27])[CH:5]=[C:6]([Cl:26])[C:7]=1[CH2:8][C@@H:9]([C:11]1[CH:16]=[CH:15][C:14]([O:17][CH:18]([F:20])[F:19])=[C:13]([O:21][CH2:22][CH:23]2[CH2:25][CH2:24]2)[CH:12]=1)[OH:10].C(Cl)CCl.[CH3:32][N:33]1[CH:37]=[CH:36][N:35]=[C:34]1[S:38]([N:41]1[CH2:45][CH2:44][CH2:43][C@H:42]1[C:46](O)=[O:47])(=[O:40])=[O:39].O. The catalyst is CN(C=O)C.CN(C1C=CN=CC=1)C. The product is [Cl:1][C:2]1[CH:3]=[N+:4]([O-:27])[CH:5]=[C:6]([Cl:26])[C:7]=1[CH2:8][C@@H:9]([C:11]1[CH:16]=[CH:15][C:14]([O:17][CH:18]([F:20])[F:19])=[C:13]([O:21][CH2:22][CH:23]2[CH2:25][CH2:24]2)[CH:12]=1)[O:10][C:46]([C@@H:42]1[CH2:43][CH2:44][CH2:45][N:41]1[S:38]([C:34]1[N:33]([CH3:32])[CH:37]=[CH:36][N:35]=1)(=[O:40])=[O:39])=[O:47]. The yield is 0.950. (5) The reactants are CC(C)([O-])C.[K+].[CH2:7]([NH:9][C:10]([NH:12][C:13]1[S:14][C:15]2[C:21]([C:22]#[C:23][C:24]3[N:25]([CH3:29])[CH:26]=[N:27][CH:28]=3)=[CH:20][C:19]([C:30]3[CH:31]=[N:32][C:33]([N:36]4[CH2:41][CH2:40][C:39]([CH3:47])([C:42]([O:44]CC)=[O:43])[CH2:38][CH2:37]4)=[N:34][CH:35]=3)=[CH:18][C:16]=2[N:17]=1)=[O:11])[CH3:8]. The catalyst is CS(C)=O. The product is [CH2:7]([NH:9][C:10]([NH:12][C:13]1[S:14][C:15]2[C:21]([C:22]#[C:23][C:24]3[N:25]([CH3:29])[CH:26]=[N:27][CH:28]=3)=[CH:20][C:19]([C:30]3[CH:35]=[N:34][C:33]([N:36]4[CH2:37][CH2:38][C:39]([CH3:47])([C:42]([OH:44])=[O:43])[CH2:40][CH2:41]4)=[N:32][CH:31]=3)=[CH:18][C:16]=2[N:17]=1)=[O:11])[CH3:8]. The yield is 0.290. (6) The reactants are [CH2:1]([N:8]1[CH2:13][CH2:12][N:11]([C:14]([O:16][C:17]([CH3:20])([CH3:19])[CH3:18])=[O:15])[C@H:10]([CH2:21][C:22]2[CH:27]=[CH:26][C:25]([OH:28])=[CH:24][CH:23]=2)[CH2:9]1)[C:2]1[CH:7]=[CH:6][CH:5]=[CH:4][CH:3]=1.C1(N([S:36]([C:39]([F:42])([F:41])[F:40])(=[O:38])=[O:37])[S:36]([C:39]([F:42])([F:41])[F:40])(=[O:38])=[O:37])C=CC=CC=1.CCN(CC)CC. No catalyst specified. The product is [CH2:1]([N:8]1[CH2:13][CH2:12][N:11]([C:14]([O:16][C:17]([CH3:19])([CH3:20])[CH3:18])=[O:15])[C@H:10]([CH2:21][C:22]2[CH:27]=[CH:26][C:25]([O:28][S:36]([C:39]([F:42])([F:41])[F:40])(=[O:38])=[O:37])=[CH:24][CH:23]=2)[CH2:9]1)[C:2]1[CH:3]=[CH:4][CH:5]=[CH:6][CH:7]=1. The yield is 0.940. (7) The reactants are FC(F)(F)S(O[C:7]1[C:12]([Cl:13])=[C:11]([CH:14]2[CH2:16][CH2:15]2)[N:10]=[C:9]([C:17]2[S:18][C:19]([S:22](=[O:29])(=[O:28])[NH:23][C:24]([CH3:27])([CH3:26])[CH3:25])=[CH:20][CH:21]=2)[N:8]=1)(=O)=O.[NH2:32][C:33]1[N:37](C(OC(C)(C)C)=O)[N:36]=[C:35]([CH:45]2[CH2:47][CH2:46]2)[CH:34]=1.C1C=CC(P(C2C=CC=CC=2)C2C=CC=CC=2)=CC=1.C([O-])([O-])=O.[K+].[K+]. The catalyst is O1CCOCC1. The product is [C:24]([NH:23][S:22]([C:19]1[S:18][C:17]([C:9]2[N:10]=[C:11]([CH:14]3[CH2:16][CH2:15]3)[C:12]([Cl:13])=[C:7]([NH:32][C:33]3[NH:37][N:36]=[C:35]([CH:45]4[CH2:47][CH2:46]4)[CH:34]=3)[N:8]=2)=[CH:21][CH:20]=1)(=[O:28])=[O:29])([CH3:26])([CH3:25])[CH3:27]. The yield is 0.320.